Dataset: Forward reaction prediction with 1.9M reactions from USPTO patents (1976-2016). Task: Predict the product of the given reaction. (1) Given the reactants [F:1][C:2]1[CH:7]=[CH:6][C:5]([OH:8])=[CH:4][CH:3]=1.[C:9](O)(=O)[CH2:10][C:11](O)=[O:12].P(Cl)(Cl)(Cl)=O, predict the reaction product. The product is: [F:1][C:2]1[CH:7]=[C:6]2[C:5](=[CH:4][CH:3]=1)[O:8][C:11](=[O:12])[CH:10]=[CH:9]2. (2) Given the reactants [F:1][C:2]1[CH:7]=[CH:6][C:5]([C:8]2[O:9][C:10]3[CH:20]=[C:19]([N:21]([CH3:26])[S:22]([CH3:25])(=[O:24])=[O:23])[C:18](C4C=CC=C(B5OC(C)(C)C(C)(C)O5)C=4)=[CH:17][C:11]=3[C:12]=2[C:13]([NH:15][CH3:16])=[O:14])=[CH:4][CH:3]=1.Br[C:43]1[N:52]=[CH:51][C:50]2[O:49][CH2:48][N:47]([CH2:53][C:54]3[CH:59]=[CH:58][C:57]([F:60])=[CH:56][CH:55]=3)[C:46](=[O:61])[C:45]=2[CH:44]=1.[O-]P([O-])([O-])=O.[K+].[K+].[K+], predict the reaction product. The product is: [F:60][C:57]1[CH:58]=[CH:59][C:54]([CH2:53][N:47]2[C:46](=[O:61])[C:45]3[CH:44]=[C:43]([C:18]4[C:19]([N:21]([CH3:26])[S:22]([CH3:25])(=[O:24])=[O:23])=[CH:20][C:10]5[O:9][C:8]([C:5]6[CH:6]=[CH:7][C:2]([F:1])=[CH:3][CH:4]=6)=[C:12]([C:13]([NH:15][CH3:16])=[O:14])[C:11]=5[CH:17]=4)[N:52]=[CH:51][C:50]=3[O:49][CH2:48]2)=[CH:55][CH:56]=1.